Predict the reactants needed to synthesize the given product. From a dataset of Full USPTO retrosynthesis dataset with 1.9M reactions from patents (1976-2016). (1) Given the product [C:28]1([C:19]2[CH:20]=[CH:21][CH:22]=[CH:23][CH:24]=2)[CH:29]=[CH:30][C:31]([C:6]([N:8]2[CH2:12][C:11](=[N:13][O:14][CH3:15])[CH2:10][C@H:9]2[C:16]([NH:34][CH2:35][CH:36]([OH:37])[C:38]2[CH:39]=[CH:40][C:41]([N+:44]([O-:46])=[O:45])=[CH:42][CH:43]=2)=[O:18])=[O:7])=[CH:32][CH:33]=1, predict the reactants needed to synthesize it. The reactants are: C(O[C:6]([N:8]1[CH2:12][C:11](=[N:13][O:14][CH3:15])[CH2:10][C@H:9]1[C:16]([OH:18])=O)=[O:7])(C)(C)C.[C:19]1([C:28]2[CH:33]=[CH:32][CH:31]=[CH:30][CH:29]=2)[CH:24]=[CH:23][C:22](C(Cl)=O)=[CH:21][CH:20]=1.[NH2:34][CH2:35][CH:36]([C:38]1[CH:43]=[CH:42][C:41]([N+:44]([O-:46])=[O:45])=[CH:40][CH:39]=1)[OH:37]. (2) Given the product [C:3]([CH:5]([CH2:9][C:10]1[C:11]([Cl:17])=[CH:12][CH:13]=[CH:14][C:15]=1[Cl:16])[C:6]([OH:8])=[O:7])#[N:4], predict the reactants needed to synthesize it. The reactants are: [BH4-].[Na+].[C:3]([C:5](=[CH:9][C:10]1[C:15]([Cl:16])=[CH:14][CH:13]=[CH:12][C:11]=1[Cl:17])[C:6]([OH:8])=[O:7])#[N:4]. (3) The reactants are: [Cl:1][C:2]1[N:10]=[C:9]2[C:5]([NH:6][CH:7]=[N:8]2)=[C:4](Cl)[N:3]=1.[CH3:12][C:13]1[C:21]([CH3:22])=[CH:20][C:16]2[N:17]=[CH:18][NH:19][C:15]=2[CH:14]=1. Given the product [Cl:1][C:2]1[N:10]=[C:9]2[C:5]([N:6]=[CH:7][NH:8]2)=[C:4]([N:17]2[C:16]3[CH:20]=[C:21]([CH3:22])[C:13]([CH3:12])=[CH:14][C:15]=3[N:19]=[CH:18]2)[N:3]=1, predict the reactants needed to synthesize it. (4) Given the product [CH3:30][C@@H:21]([O:20][C:46]1[CH:45]=[CH:44][CH:43]=[C:42]2[C:47]=1[C:48](=[O:49])[NH:39][CH:40]=[N:41]2)[C:22]([N:24]1[CH2:25][CH2:26][O:27][CH2:28][CH2:29]1)=[O:23], predict the reactants needed to synthesize it. The reactants are: C1(P(C2C=CC=CC=2)C2C=CC=CC=2)C=CC=CC=1.[OH:20][C@@H:21]([CH3:30])[C:22]([N:24]1[CH2:29][CH2:28][O:27][CH2:26][CH2:25]1)=[O:23].C(OC[N:39]1[C:48](=[O:49])[C:47]2[C:42](=[CH:43][CH:44]=[CH:45][C:46]=2O)[N:41]=[CH:40]1)(=O)C(C)(C)C. (5) Given the product [CH3:1][C:2]1[CH:3]=[C:4]([NH:8][C:9]2[S:10][C:11](/[CH:20]=[CH:41]/[C:42]([O:44][CH3:45])=[O:43])=[C:12]([C:14]3[CH:15]=[CH:16][N:17]=[CH:18][CH:19]=3)[N:13]=2)[CH:5]=[CH:6][CH:7]=1, predict the reactants needed to synthesize it. The reactants are: [CH3:1][C:2]1[CH:3]=[C:4]([NH:8][C:9]2[S:10][C:11]([CH:20]=O)=[C:12]([C:14]3[CH:19]=[CH:18][N:17]=[CH:16][CH:15]=3)[N:13]=2)[CH:5]=[CH:6][CH:7]=1.C1(P(=[CH:41][C:42]([O:44][CH3:45])=[O:43])(C2C=CC=CC=2)C2C=CC=CC=2)C=CC=CC=1. (6) Given the product [OH:9][C@H:8]1[C@H:4]([OH:3])[C@H:5]([C:12]2[C:16]3[N:17]=[CH:18][NH:19][C:20](=[O:21])[C:15]=3[NH:14][CH:13]=2)[N:6]([C:31]([O:33][C:34]([CH3:37])([CH3:36])[CH3:35])=[O:32])[C@@H:7]1[CH2:10][OH:11], predict the reactants needed to synthesize it. The reactants are: Cl.Cl.[OH:3][C@H:4]1[C@H:8]([OH:9])[C@@H:7]([CH2:10][OH:11])[NH:6][C@H:5]1[C:12]1[C:16]2[N:17]=[CH:18][NH:19][C:20](=[O:21])[C:15]=2[NH:14][CH:13]=1.CO.C(N(CC)CC)C.[C:31](O[C:31]([O:33][C:34]([CH3:37])([CH3:36])[CH3:35])=[O:32])([O:33][C:34]([CH3:37])([CH3:36])[CH3:35])=[O:32]. (7) Given the product [Br:8][C:7]1[C:2]2[N:1]=[C:12]([C:13]3[CH:18]=[CH:17][C:16]([CH:19]([CH3:21])[CH3:20])=[CH:15][CH:14]=3)[NH:11][C:3]=2[C:4]([O:9][CH3:10])=[CH:5][CH:6]=1, predict the reactants needed to synthesize it. The reactants are: [NH2:1][C:2]1[C:7]([Br:8])=[CH:6][CH:5]=[C:4]([O:9][CH3:10])[C:3]=1[NH:11][C:12](=O)[C:13]1[CH:18]=[CH:17][C:16]([CH:19]([CH3:21])[CH3:20])=[CH:15][CH:14]=1.C(OCC)(=O)C. (8) The reactants are: Br[C:2]1[CH:7]=[CH:6][C:5]([C:8]2[O:12][N:11]=[C:10]([CH3:13])[C:9]=2[CH:14]([OH:24])[CH2:15]/[CH:16]=[CH:17]/[C:18]2[CH:23]=[CH:22][CH:21]=[CH:20][CH:19]=2)=[CH:4][CH:3]=1.[CH2:25]([O:27][C:28]([C:30]1([C:33]2[CH:38]=[CH:37][C:36](B3OC(C)(C)C(C)(C)O3)=[CH:35][CH:34]=2)[CH2:32][CH2:31]1)=[O:29])[CH3:26]. Given the product [CH2:25]([O:27][C:28]([C:30]1([C:33]2[CH:38]=[CH:37][C:36]([C:2]3[CH:7]=[CH:6][C:5]([C:8]4[O:12][N:11]=[C:10]([CH3:13])[C:9]=4[CH:14]([OH:24])[CH2:15]/[CH:16]=[CH:17]/[C:18]4[CH:23]=[CH:22][CH:21]=[CH:20][CH:19]=4)=[CH:4][CH:3]=3)=[CH:35][CH:34]=2)[CH2:31][CH2:32]1)=[O:29])[CH3:26], predict the reactants needed to synthesize it. (9) The reactants are: [CH3:1][NH2:2].[Br:3][C:4]1[CH:9]=[CH:8][C:7]([S:10](Cl)(=[O:12])=[O:11])=[CH:6][C:5]=1[CH3:14]. Given the product [Br:3][C:4]1[CH:9]=[CH:8][C:7]([S:10]([NH:2][CH3:1])(=[O:12])=[O:11])=[CH:6][C:5]=1[CH3:14], predict the reactants needed to synthesize it. (10) Given the product [CH3:8][C:5]1[N:4]=[C:3]([C:9]#[N:10])[C:2]([C:16]2[CH:21]=[CH:20][CH:19]=[CH:18][N:17]=2)=[CH:7][CH:6]=1, predict the reactants needed to synthesize it. The reactants are: Br[C:2]1[C:3]([C:9]#[N:10])=[N:4][C:5]([CH3:8])=[CH:6][CH:7]=1.C([Sn](CCCC)(CCCC)[C:16]1[CH:21]=[CH:20][CH:19]=[CH:18][N:17]=1)CCC.[F-].[Cs+].